Predict which catalyst facilitates the given reaction. From a dataset of Catalyst prediction with 721,799 reactions and 888 catalyst types from USPTO. (1) Reactant: [CH2:1]([O:3][C:4](=[O:22])[C:5]([C:8]1(O)[CH2:13][CH2:12][N:11]([CH2:14][C:15]2[CH:20]=[CH:19][CH:18]=[CH:17][CH:16]=2)[CH2:10][CH2:9]1)([CH3:7])[CH3:6])[CH3:2].S(Cl)(Cl)=O.CN(C)C=O. Product: [CH2:1]([O:3][C:4](=[O:22])[C:5]([C:8]1[CH2:13][CH2:12][N:11]([CH2:14][C:15]2[CH:20]=[CH:19][CH:18]=[CH:17][CH:16]=2)[CH2:10][CH:9]=1)([CH3:7])[CH3:6])[CH3:2]. The catalyst class is: 22. (2) Reactant: [Cl:1][C:2]1[C:3]([N:18]2[CH2:23][CH2:22][CH:21]([C:24]([O:26][CH3:27])=[O:25])[CH2:20][CH2:19]2)=[N:4][CH:5]=[C:6]([C:11]2[O:12][C:13]([CH2:16][CH3:17])=[CH:14][N:15]=2)[C:7]=1S(C)=O.[N-:28]=[N+:29]=[N-:30].[Na+]. Product: [N:28]([C:7]1[C:6]([C:11]2[O:12][C:13]([CH2:16][CH3:17])=[CH:14][N:15]=2)=[CH:5][N:4]=[C:3]([N:18]2[CH2:23][CH2:22][CH:21]([C:24]([O:26][CH3:27])=[O:25])[CH2:20][CH2:19]2)[C:2]=1[Cl:1])=[N+:29]=[N-:30]. The catalyst class is: 474. (3) Reactant: [CH3:1][O:2][C:3]1[CH:12]=[C:11]2[C:6]([CH:7]=[CH:8][CH:9]=[C:10]2[CH:13]=[CH:14][C:15]([NH2:17])=[O:16])=[CH:5][CH:4]=1.C1COCC1. Product: [CH3:1][O:2][C:3]1[CH:12]=[C:11]2[C:6]([CH:7]=[CH:8][CH:9]=[C:10]2[CH2:13][CH2:14][C:15]([NH2:17])=[O:16])=[CH:5][CH:4]=1. The catalyst class is: 19.